This data is from NCI-60 drug combinations with 297,098 pairs across 59 cell lines. The task is: Regression. Given two drug SMILES strings and cell line genomic features, predict the synergy score measuring deviation from expected non-interaction effect. (1) Drug 1: CC1C(C(CC(O1)OC2CC(OC(C2O)C)OC3=CC4=CC5=C(C(=O)C(C(C5)C(C(=O)C(C(C)O)O)OC)OC6CC(C(C(O6)C)O)OC7CC(C(C(O7)C)O)OC8CC(C(C(O8)C)O)(C)O)C(=C4C(=C3C)O)O)O)O. Drug 2: CS(=O)(=O)OCCCCOS(=O)(=O)C. Cell line: UO-31. Synergy scores: CSS=24.3, Synergy_ZIP=-0.296, Synergy_Bliss=0.749, Synergy_Loewe=-28.5, Synergy_HSA=0.763. (2) Drug 1: CCC(=C(C1=CC=CC=C1)C2=CC=C(C=C2)OCCN(C)C)C3=CC=CC=C3.C(C(=O)O)C(CC(=O)O)(C(=O)O)O. Drug 2: COCCOC1=C(C=C2C(=C1)C(=NC=N2)NC3=CC=CC(=C3)C#C)OCCOC.Cl. Cell line: SF-268. Synergy scores: CSS=-1.14, Synergy_ZIP=1.35, Synergy_Bliss=0.991, Synergy_Loewe=-2.67, Synergy_HSA=-2.59.